Dataset: Forward reaction prediction with 1.9M reactions from USPTO patents (1976-2016). Task: Predict the product of the given reaction. (1) The product is: [C:36]([O:40][C:41](=[O:42])[NH:43][C:44]([CH3:50])([CH3:49])[CH2:45][C:46]([N:23]1[CH2:22][CH2:21][CH:20]([C:18]2[CH:17]=[CH:16][C:15]([NH:26][C:27]([C:29]3[NH:30][CH:31]=[C:32]([C:34]#[N:35])[N:33]=3)=[O:28])=[C:14]([C:8]3[CH2:13][CH2:12][CH2:11][CH2:10][CH:9]=3)[CH:19]=2)[CH2:25][CH2:24]1)=[O:47])([CH3:39])([CH3:37])[CH3:38]. Given the reactants FC(F)(F)C(O)=O.[C:8]1([C:14]2[CH:19]=[C:18]([CH:20]3[CH2:25][CH2:24][NH:23][CH2:22][CH2:21]3)[CH:17]=[CH:16][C:15]=2[NH:26][C:27]([C:29]2[NH:30][CH:31]=[C:32]([C:34]#[N:35])[N:33]=2)=[O:28])[CH2:13][CH2:12][CH2:11][CH2:10][CH:9]=1.[C:36]([O:40][C:41]([NH:43][C:44]([CH3:50])([CH3:49])[CH2:45][C:46](O)=[O:47])=[O:42])([CH3:39])([CH3:38])[CH3:37].C1CN([P+](Br)(N2CCCC2)N2CCCC2)CC1.F[P-](F)(F)(F)(F)F.CCN(C(C)C)C(C)C, predict the reaction product. (2) Given the reactants [Cl:1][C:2]1[CH:3]=[CH:4][CH:5]=[C:6]([NH2:11])[C:7]=1[C:8]([OH:10])=O.[C:12]([NH:19][C@H:20]([C:22](O)=O)[CH3:21])([O:14][C:15]([CH3:18])([CH3:17])[CH3:16])=[O:13].P([O-])(OC1C=CC=CC=1)OC1C=CC=CC=1.[NH2:41][C:42]1[CH:43]=[C:44]([CH:47]=[CH:48][CH:49]=1)[C:45]#[N:46], predict the reaction product. The product is: [C:15]([O:14][C:12](=[O:13])[NH:19][C@H:20]([C:22]1[N:41]([C:42]2[CH:49]=[CH:48][CH:47]=[C:44]([C:45]#[N:46])[CH:43]=2)[C:8](=[O:10])[C:7]2[C:6](=[CH:5][CH:4]=[CH:3][C:2]=2[Cl:1])[N:11]=1)[CH3:21])([CH3:18])([CH3:17])[CH3:16]. (3) Given the reactants [C:1](Cl)(Cl)=[O:2].[Cl:5][C:6]1[N:11]=[CH:10][C:9]([NH2:12])=[C:8]([NH:13][CH:14]([CH3:16])[CH3:15])[CH:7]=1.C(N(CC)CC)C, predict the reaction product. The product is: [Cl:5][C:6]1[N:11]=[CH:10][C:9]2[NH:12][C:1](=[O:2])[N:13]([CH:14]([CH3:16])[CH3:15])[C:8]=2[CH:7]=1. (4) Given the reactants [Cl:1][C:2]1[C:9]([C:10]#[C:11][Si](C)(C)C)=[C:8](F)[CH:7]=[CH:6][C:3]=1[C:4]#[N:5].[NH2:17][C@@H:18]([CH3:23])[C:19]([CH3:22])([OH:21])[CH3:20].C([O-])([O-])=O.[K+].[K+].CN1C(=O)CCC1, predict the reaction product. The product is: [Cl:1][C:2]1[C:3]([C:4]#[N:5])=[CH:6][CH:7]=[C:8]2[C:9]=1[CH:10]=[CH:11][N:17]2[C@H:18]([C:19]([OH:21])([CH3:22])[CH3:20])[CH3:23]. (5) Given the reactants [CH3:1][O:2][C:3]1[C:11]2[N:10]=[C:9]([C:12]([F:15])([F:14])[F:13])[NH:8][C:7]=2[C:6]([C:16](=O)[CH2:17][CH2:18][C:19]([OH:21])=O)=[CH:5][CH:4]=1.O.[NH2:24][NH2:25], predict the reaction product. The product is: [CH3:1][O:2][C:3]1[C:11]2[N:10]=[C:9]([C:12]([F:13])([F:15])[F:14])[NH:8][C:7]=2[C:6]([C:16]2[CH2:17][CH2:18][C:19](=[O:21])[NH:24][N:25]=2)=[CH:5][CH:4]=1. (6) Given the reactants [CH3:1][C:2]1[CH:7]=[CH:6][N:5]=[C:4]([NH:8][C:9]2[C:17]3[O:16][CH2:15][C@@H:14]([N:18]([C:33](=[O:38])[C:34]([F:37])([F:36])[F:35])[C:19]4[CH:32]=[CH:31][C:22]5[C@H:23]([CH2:26][C:27]([O:29][CH3:30])=[O:28])[CH2:24][O:25][C:21]=5[CH:20]=4)[C:13]=3[CH:12]=[CH:11][CH:10]=2)[CH:3]=1.[CH2:39](I)[CH2:40][CH3:41].[H-].[Na+].[Cl-].[NH4+], predict the reaction product. The product is: [CH3:1][C:2]1[CH:7]=[CH:6][N:5]=[C:4]([N:8]([CH2:39][CH2:40][CH3:41])[C:9]2[C:17]3[O:16][CH2:15][C@@H:14]([N:18]([C:33](=[O:38])[C:34]([F:36])([F:35])[F:37])[C:19]4[CH:32]=[CH:31][C:22]5[C@H:23]([CH2:26][C:27]([O:29][CH3:30])=[O:28])[CH2:24][O:25][C:21]=5[CH:20]=4)[C:13]=3[CH:12]=[CH:11][CH:10]=2)[CH:3]=1.